The task is: Predict the product of the given reaction.. This data is from Forward reaction prediction with 1.9M reactions from USPTO patents (1976-2016). (1) Given the reactants [CH:1]([N:14]1[CH:19]=[C:18](I)[C:17](=[O:21])[NH:16][C:15]1=[O:22])([C:8]1[CH:13]=[CH:12][CH:11]=[CH:10][CH:9]=1)[C:2]1[CH:7]=[CH:6][CH:5]=[CH:4][CH:3]=1.[C:23]1(C)[CH:28]=[CH:27][CH:26]=[CH:25][CH:24]=1.C(O)C.C(=O)([O-])[O-].[Na+].[Na+], predict the reaction product. The product is: [CH:1]([N:14]1[CH:19]=[C:18]([C:23]2[CH:28]=[CH:27][CH:26]=[CH:25][CH:24]=2)[C:17](=[O:21])[NH:16][C:15]1=[O:22])([C:8]1[CH:13]=[CH:12][CH:11]=[CH:10][CH:9]=1)[C:2]1[CH:7]=[CH:6][CH:5]=[CH:4][CH:3]=1. (2) Given the reactants [Br:1][C:2]1[C:3]([F:20])=[CH:4][C:5]2[O:11][CH2:10][CH2:9][N:8]3[CH:12]=[C:13]([C:15]([O:17][CH3:18])=[O:16])[N:14]=[C:7]3[C:6]=2[CH:19]=1.[Li+].[Cl-].[F:23][C:24]([F:34])([F:33])[C:25]1[CH:26]=[C:27]([CH:30]=[CH:31][CH:32]=1)[CH:28]=[O:29], predict the reaction product. The product is: [Br:1][C:2]1[C:3]([F:20])=[CH:4][C:5]2[O:11][CH2:10][CH2:9][N:8]3[C:12]([CH:28]([OH:29])[C:27]4[CH:30]=[CH:31][CH:32]=[C:25]([C:24]([F:23])([F:33])[F:34])[CH:26]=4)=[C:13]([C:15]([O:17][CH3:18])=[O:16])[N:14]=[C:7]3[C:6]=2[CH:19]=1. (3) Given the reactants [CH:1]1([C:4]([N:6]2[CH2:10][CH2:9][C@@H:8]([CH2:11][N:12]3[C:16]([C:17]4[CH:22]=[CH:21][C:20]([C:23]5[CH:28]=[CH:27][C:26]([F:29])=[CH:25][CH:24]=5)=[CH:19][CH:18]=4)=[N:15][NH:14][C:13]3=[O:30])[CH2:7]2)=[O:5])[CH2:3][CH2:2]1.C1CCN2C(=NCCC2)CC1.[N:42]([CH2:45][CH3:46])=[C:43]=[O:44], predict the reaction product. The product is: [CH:1]1([C:4]([N:6]2[CH2:10][CH2:9][C@@H:8]([CH2:11][N:12]3[C:13](=[O:30])[N:14]([C:43]([NH:42][CH2:45][CH3:46])=[O:44])[N:15]=[C:16]3[C:17]3[CH:22]=[CH:21][C:20]([C:23]4[CH:24]=[CH:25][C:26]([F:29])=[CH:27][CH:28]=4)=[CH:19][CH:18]=3)[CH2:7]2)=[O:5])[CH2:3][CH2:2]1. (4) Given the reactants [H-].[Na+].[OH:3][C:4]1([C:16]2[S:17][CH:18]=[CH:19][N:20]=2)[CH2:8][CH2:7][N:6]([C:9]([O:11][C:12]([CH3:15])([CH3:14])[CH3:13])=[O:10])[CH2:5]1.Br[CH2:22][C:23]([OH:25])=[O:24], predict the reaction product. The product is: [C:12]([O:11][C:9]([N:6]1[CH2:7][CH2:8][C:4]([C:16]2[S:17][CH:18]=[CH:19][N:20]=2)([O:3][CH2:22][C:23]([OH:25])=[O:24])[CH2:5]1)=[O:10])([CH3:15])([CH3:14])[CH3:13]. (5) Given the reactants [CH3:1][O:2][C:3]1[N:8]=[CH:7][C:6]([NH:9][C:10]2[N:15]=[CH:14][C:13]([CH:16]([C:18]3[CH:23]=[CH:22][C:21]([S:24]([CH3:27])(=[O:26])=[O:25])=[CH:20][CH:19]=3)[OH:17])=[CH:12][C:11]=2[C:28]2[N:36]=[C:35]([CH3:37])[N:34]=[C:33]3[C:29]=2[N:30]=[CH:31][N:32]3C2CCCCO2)=[CH:5][CH:4]=1.Cl, predict the reaction product. The product is: [CH3:1][O:2][C:3]1[N:8]=[CH:7][C:6]([NH:9][C:10]2[N:15]=[CH:14][C:13]([CH:16]([C:18]3[CH:19]=[CH:20][C:21]([S:24]([CH3:27])(=[O:26])=[O:25])=[CH:22][CH:23]=3)[OH:17])=[CH:12][C:11]=2[C:28]2[N:36]=[C:35]([CH3:37])[N:34]=[C:33]3[C:29]=2[N:30]=[CH:31][NH:32]3)=[CH:5][CH:4]=1. (6) Given the reactants [CH2:1]([O:8][C:9]([C:11]1[C:19]2[C:14](=[CH:15][CH:16]=[C:17]([OH:20])[CH:18]=2)[NH:13][C:12]=1[CH3:21])=[O:10])[C:2]1[CH:7]=[CH:6][CH:5]=[CH:4][CH:3]=1.C([O-])([O-])=O.[K+].[K+].C(O[CH2:32][CH3:33])(=O)C, predict the reaction product. The product is: [CH2:1]([O:8][C:9]([C:11]1[C:19]2[C:14](=[CH:15][CH:16]=[C:17]([O:20][CH2:11][CH2:12][N:13]3[CH2:33][CH2:32][CH2:15][CH2:14]3)[CH:18]=2)[NH:13][C:12]=1[CH3:21])=[O:10])[C:2]1[CH:7]=[CH:6][CH:5]=[CH:4][CH:3]=1. (7) Given the reactants Cl.[Cl:2][C:3]1[CH:26]=[C:25]([NH:27][C:28]([NH:30][C:31]2[CH:36]=[N:35][C:34]([C:37]#[N:38])=[CH:33][N:32]=2)=[O:29])[C:24]([O:39][CH3:40])=[CH:23][C:4]=1[CH2:5][CH2:6][N:7]([CH2:15][C:16]1[CH:21]=[CH:20][CH:19]=[C:18]([F:22])[CH:17]=1)C(=O)OC(C)(C)C, predict the reaction product. The product is: [ClH:2].[Cl:2][C:3]1[C:4]([CH2:5][CH2:6][NH:7][CH2:15][C:16]2[CH:21]=[CH:20][CH:19]=[C:18]([F:22])[CH:17]=2)=[CH:23][C:24]([O:39][CH3:40])=[C:25]([NH:27][C:28]([NH:30][C:31]2[CH:36]=[N:35][C:34]([C:37]#[N:38])=[CH:33][N:32]=2)=[O:29])[CH:26]=1. (8) Given the reactants [NH:1]1[CH2:5][CH2:4][C@@H:3]([NH:6][C:7](=[O:13])[O:8][C:9]([CH3:12])([CH3:11])[CH3:10])[CH2:2]1.I[CH2:15][C:16]12[O:22][CH:19]([CH2:20][CH2:21]1)[CH2:18][CH2:17]2.C([O-])([O-])=O.[K+].[K+].O, predict the reaction product. The product is: [C:16]12([CH2:15][N:1]3[CH2:5][CH2:4][C@@H:3]([NH:6][C:7](=[O:13])[O:8][C:9]([CH3:10])([CH3:12])[CH3:11])[CH2:2]3)[O:22][CH:19]([CH2:20][CH2:21]1)[CH2:18][CH2:17]2. (9) Given the reactants [F:1][C:2]([F:13])([F:12])[O:3][C:4]1[CH:9]=[CH:8][C:7]([CH2:10][NH2:11])=[CH:6][CH:5]=1.[F:14][C:15]1[C:16]([O:24][CH3:25])=[C:17]([C:20]([F:23])=[CH:21][CH:22]=1)[CH:18]=O, predict the reaction product. The product is: [F:14][C:15]1[C:16]([O:24][CH3:25])=[C:17]([CH:18]2[N:11]([CH2:10][C:7]3[CH:6]=[CH:5][C:4]([O:3][C:2]([F:12])([F:13])[F:1])=[CH:9][CH:8]=3)[C:16](=[O:24])[CH:15]([F:14])[CH2:22]2)[C:20]([F:23])=[CH:21][CH:22]=1. (10) Given the reactants [CH2:1]([O:8][C:9]1[CH:18]=[C:17]2[C:12]([C:13](Cl)=[N:14][CH:15]=[N:16]2)=[CH:11][C:10]=1[O:20][CH3:21])[C:2]1[CH:7]=[CH:6][CH:5]=[CH:4][CH:3]=1.C(=O)([O-])[O-].[K+].[K+].[CH3:28][C:29]1[NH:30][C:31]2[C:36]([C:37]=1[CH3:38])=[CH:35][C:34]([OH:39])=[CH:33][CH:32]=2, predict the reaction product. The product is: [CH2:1]([O:8][C:9]1[CH:18]=[C:17]2[C:12]([C:13]([O:39][C:34]3[CH:35]=[C:36]4[C:31](=[CH:32][CH:33]=3)[NH:30][C:29]([CH3:28])=[C:37]4[CH3:38])=[N:14][CH:15]=[N:16]2)=[CH:11][C:10]=1[O:20][CH3:21])[C:2]1[CH:7]=[CH:6][CH:5]=[CH:4][CH:3]=1.